Task: Predict the product of the given reaction.. Dataset: Forward reaction prediction with 1.9M reactions from USPTO patents (1976-2016) Given the reactants [O:1]=[S:2]1(=[O:20])[CH2:6][CH2:5][CH2:4][N:3]1[C:7]1[CH:15]=[CH:14][C:10]([C:11]([OH:13])=O)=[C:9]([S:16]([CH3:19])(=[O:18])=[O:17])[CH:8]=1.[CH3:21][C:22]1[CH:27]=[C:26]([CH3:28])[CH:25]=[CH:24][C:23]=1[N:29]1[CH2:34][CH2:33][NH:32][CH2:31][CH2:30]1.ON1C2C=CC=CC=2N=N1.Cl.C(N=C=NCCCN(C)C)C, predict the reaction product. The product is: [CH3:21][C:22]1[CH:27]=[C:26]([CH3:28])[CH:25]=[CH:24][C:23]=1[N:29]1[CH2:30][CH2:31][N:32]([C:11]([C:10]2[CH:14]=[CH:15][C:7]([N:3]3[CH2:4][CH2:5][CH2:6][S:2]3(=[O:1])=[O:20])=[CH:8][C:9]=2[S:16]([CH3:19])(=[O:18])=[O:17])=[O:13])[CH2:33][CH2:34]1.